From a dataset of Catalyst prediction with 721,799 reactions and 888 catalyst types from USPTO. Predict which catalyst facilitates the given reaction. (1) Reactant: [F:1][C:2]1[C:10]2[S:9][C:8](=O)[CH2:7][C:6]=2[C:5]([O:12][CH3:13])=[CH:4][CH:3]=1.[H-].C([Al+]CC(C)C)C(C)C. Product: [F:1][C:2]1[C:10]2[S:9][CH:8]=[CH:7][C:6]=2[C:5]([O:12][CH3:13])=[CH:4][CH:3]=1. The catalyst class is: 4. (2) Reactant: [F:1][C:2]1[CH:7]=[CH:6][C:5]([C:8]2[C:16]3[C:11](=[CH:12][CH:13]=[C:14]([NH:17][C:18]([CH:20]4[CH2:24][CH2:23][NH:22][CH2:21]4)=[O:19])[CH:15]=3)[NH:10][N:9]=2)=[CH:4][CH:3]=1.Cl[CH2:26][C:27]([N:29]1[CH2:34][CH:33]=[C:32]([C:35]2[CH:40]=[CH:39][C:38]([C:41]3[N:46]=[CH:45][C:44]([F:47])=[CH:43][N:42]=3)=[C:37]([F:48])[CH:36]=2)[CH2:31][CH2:30]1)=[O:28].C(=O)(O)[O-].[K+].[I-].[Na+]. Product: [F:1][C:2]1[CH:7]=[CH:6][C:5]([C:8]2[C:16]3[C:11](=[CH:12][CH:13]=[C:14]([NH:17][C:18]([CH:20]4[CH2:24][CH2:23][N:22]([CH2:26][C:27]([N:29]5[CH2:30][CH:31]=[C:32]([C:35]6[CH:40]=[CH:39][C:38]([C:41]7[N:42]=[CH:43][C:44]([F:47])=[CH:45][N:46]=7)=[C:37]([F:48])[CH:36]=6)[CH2:33][CH2:34]5)=[O:28])[CH2:21]4)=[O:19])[CH:15]=3)[NH:10][N:9]=2)=[CH:4][CH:3]=1. The catalyst class is: 10. (3) Reactant: [CH3:1][O:2][C:3]1[CH:12]=[CH:11][C:10]2[NH:9][C:8](=[O:13])[C:7]3[S:14][CH:15]=[CH:16][C:6]=3[C:5]=2[C:4]=1[C:17]1[CH:31]=[CH:30][C:20]([CH2:21][NH:22][C:23](=[O:29])[O:24][C:25]([CH3:28])([CH3:27])[CH3:26])=[CH:19][CH:18]=1.[Br:32]N1C(=O)CCC1=O. Product: [Br:32][C:11]1[C:10]2[NH:9][C:8](=[O:13])[C:7]3[S:14][CH:15]=[CH:16][C:6]=3[C:5]=2[C:4]([C:17]2[CH:31]=[CH:30][C:20]([CH2:21][NH:22][C:23](=[O:29])[O:24][C:25]([CH3:28])([CH3:26])[CH3:27])=[CH:19][CH:18]=2)=[C:3]([O:2][CH3:1])[CH:12]=1. The catalyst class is: 3. (4) Product: [NH2:26][C:24]1[S:25][CH:2]=[C:3]([C:5]2[CH:6]=[CH:7][C:8]3[N:9]([CH:11]=[C:12]([C:14]([NH:16][C:17]4[CH:22]=[CH:21][CH:20]=[CH:19][CH:18]=4)=[O:15])[N:13]=3)[CH:10]=2)[N:23]=1. Reactant: Br[CH2:2][C:3]([C:5]1[CH:6]=[CH:7][C:8]2[N:9]([CH:11]=[C:12]([C:14]([NH:16][C:17]3[CH:22]=[CH:21][CH:20]=[CH:19][CH:18]=3)=[O:15])[N:13]=2)[CH:10]=1)=O.[NH2:23][C:24]([NH2:26])=[S:25]. The catalyst class is: 5. (5) Reactant: [N+:1]([C:4]1[CH:5]=[C:6]([N:10]2[CH2:15][CH2:14][NH:13][CH2:12][CH2:11]2)[CH:7]=[CH:8][CH:9]=1)([O-])=O.[C:16](Cl)(=[O:18])[CH3:17]. Product: [NH2:1][C:4]1[CH:5]=[C:6]([N:10]2[CH2:15][CH2:14][N:13]([C:16](=[O:18])[CH3:17])[CH2:12][CH2:11]2)[CH:7]=[CH:8][CH:9]=1. The catalyst class is: 236. (6) The catalyst class is: 7. Reactant: [CH:1]([Mg]Br)=[CH:2][CH3:3].[Cl:6][C:7]1[C:12]([N+:13]([O-])=O)=[CH:11][C:10]([I:16])=[CH:9][N:8]=1. Product: [Cl:6][C:7]1[N:8]=[CH:9][C:10]([I:16])=[C:11]2[C:2]([CH3:3])=[CH:1][NH:13][C:12]=12. (7) Reactant: [F:1][C:2]([F:11])([F:10])[C:3]1[CH:4]=[CH:5][C:6]([NH2:9])=[N:7][CH:8]=1.[Br:12]N1C(=O)CCC1=O.S([O-])([O-])(=O)=S.[Na+].[Na+].C(=O)([O-])O.[Na+]. Product: [Br:12][C:5]1[C:6]([NH2:9])=[N:7][CH:8]=[C:3]([C:2]([F:1])([F:10])[F:11])[CH:4]=1. The catalyst class is: 22. (8) Reactant: [CH3:1][O:2][C:3](=[O:13])[C:4]1[CH:9]=[CH:8][C:7]([NH:10][CH3:11])=[C:6]([NH2:12])[CH:5]=1.[NH2:14][C:15]1[S:16][C:17]2[CH:23]=[C:22]([S:24]([CH3:27])(=[O:26])=[O:25])[CH:21]=[CH:20][C:18]=2[N:19]=1.[C:28](N1C=CN=C1)(N1C=CN=C1)=S. Product: [CH3:1][O:2][C:3]([C:4]1[CH:9]=[CH:8][C:7]2[N:10]([CH3:28])[C:11]([NH:14][C:15]3[S:16][C:17]4[CH:23]=[C:22]([S:24]([CH3:27])(=[O:26])=[O:25])[CH:21]=[CH:20][C:18]=4[N:19]=3)=[N:12][C:6]=2[CH:5]=1)=[O:13]. The catalyst class is: 344. (9) Reactant: [CH3:1][O:2][C:3]1[CH:12]=[CH:11][C:10]([O:13][CH3:14])=[C:9]2[C:4]=1[CH2:5][CH:6]=[C:7]([CH3:15])[CH2:8]2.[OH-:16].[Na+].OO. Product: [CH3:14][O:13][C:10]1[CH:11]=[CH:12][C:3]([O:2][CH3:1])=[C:4]2[C:9]=1[CH2:8][C@@H:7]([CH3:15])[C@H:6]([OH:16])[CH2:5]2. The catalyst class is: 54.